Dataset: Forward reaction prediction with 1.9M reactions from USPTO patents (1976-2016). Task: Predict the product of the given reaction. (1) Given the reactants [C:1]1(=[O:7])O[C:4](=[O:5])[CH:3]=[CH:2]1.[CH3:8][NH:9][NH2:10], predict the reaction product. The product is: [CH3:8][N:9]1[C:4](=[O:5])[CH:3]=[CH:2][C:1](=[O:7])[NH:10]1. (2) Given the reactants [C:1]([O:5][C:6]([N:8]1[CH:13]([CH2:14][CH3:15])[CH2:12][CH:11]([N:16]([C:32]2[N:37]=[CH:36][C:35]([O:38]CC3C=CC=CC=3)=[CH:34][N:33]=2)[CH2:17][C:18]2[CH:23]=[C:22]([C:24]([F:27])([F:26])[F:25])[CH:21]=[C:20]([C:28]([F:31])([F:30])[F:29])[CH:19]=2)[CH2:10][CH:9]1[CH2:46][C:47]1[CH:52]=[CH:51][CH:50]=[CH:49][CH:48]=1)=[O:7])([CH3:4])([CH3:3])[CH3:2], predict the reaction product. The product is: [C:1]([O:5][C:6]([N:8]1[CH:13]([CH2:14][CH3:15])[CH2:12][CH:11]([N:16]([CH2:17][C:18]2[CH:23]=[C:22]([C:24]([F:25])([F:26])[F:27])[CH:21]=[C:20]([C:28]([F:29])([F:30])[F:31])[CH:19]=2)[C:32]2[N:33]=[CH:34][C:35]([OH:38])=[CH:36][N:37]=2)[CH2:10][CH:9]1[CH2:46][C:47]1[CH:48]=[CH:49][CH:50]=[CH:51][CH:52]=1)=[O:7])([CH3:2])([CH3:3])[CH3:4]. (3) Given the reactants [CH:1](=O)[C:2]1[CH:7]=[CH:6][CH:5]=[CH:4][CH:3]=1.[CH2:9]([C:17]1[CH:23]=[CH:22][C:20]([NH2:21])=[CH:19][CH:18]=1)[CH2:10][CH2:11][CH2:12][CH2:13][CH2:14][CH2:15][CH3:16], predict the reaction product. The product is: [CH2:1]([NH:21][C:20]1[CH:22]=[CH:23][C:17]([CH2:9][CH2:10][CH2:11][CH2:12][CH2:13][CH2:14][CH2:15][CH3:16])=[CH:18][CH:19]=1)[C:2]1[CH:7]=[CH:6][CH:5]=[CH:4][CH:3]=1. (4) Given the reactants [NH:1]1[C:10]2[C:5](=[CH:6][CH:7]=[CH:8][CH:9]=2)[CH2:4][CH2:3][CH:2]1[CH2:11][N:12]1[CH2:17][CH2:16][N:15]([C:18]2[CH:23]=[CH:22][CH:21]=[CH:20][C:19]=2[O:24][CH2:25][C:26]([F:29])([F:28])[F:27])[CH2:14][CH2:13]1.[CH3:30][O:31][CH2:32][CH2:33][C:34](Cl)=[O:35], predict the reaction product. The product is: [CH3:30][O:31][CH2:32][CH2:33][C:34]([N:1]1[C:10]2[C:5](=[CH:6][CH:7]=[CH:8][CH:9]=2)[CH2:4][CH2:3][CH:2]1[CH2:11][N:12]1[CH2:17][CH2:16][N:15]([C:18]2[CH:23]=[CH:22][CH:21]=[CH:20][C:19]=2[O:24][CH2:25][C:26]([F:28])([F:29])[F:27])[CH2:14][CH2:13]1)=[O:35]. (5) The product is: [C:7]([O:33][CH2:32][C@@H:30]([OH:31])[CH:29]=[CH2:28])([C:14]1[CH:19]=[CH:18][CH:17]=[CH:16][CH:15]=1)([C:8]1[CH:13]=[CH:12][CH:11]=[CH:10][CH:9]=1)[C:1]1[CH:6]=[CH:5][CH:4]=[CH:3][CH:2]=1. Given the reactants [C:1]1([C:7](Cl)([C:14]2[CH:19]=[CH:18][CH:17]=[CH:16][CH:15]=2)[C:8]2[CH:13]=[CH:12][CH:11]=[CH:10][CH:9]=2)[CH:6]=[CH:5][CH:4]=[CH:3][CH:2]=1.C(N(CC)CC)C.[C:28](O)(=O)[CH2:29][C:30](CC(O)=O)([C:32](O)=[O:33])[OH:31], predict the reaction product. (6) Given the reactants Br.[NH2:2][C:3]1[C:4]([OH:18])=[C:5]([C:9]2[CH:14]=[CH:13][CH:12]=[C:11]([C:15]([OH:17])=[O:16])[CH:10]=2)[CH:6]=[CH:7][CH:8]=1.[N:19]([O-])=O.[Na+].[CH2:23]([CH:25]1[C:33]2[C:28](=[CH:29][CH:30]=[C:31]([N:34]3[C:38](=[O:39])[CH2:37][C:36]([CH3:40])=[N:35]3)[CH:32]=2)[CH2:27][CH2:26]1)[CH3:24].C(=O)(O)[O-].[Na+], predict the reaction product. The product is: [CH2:23]([CH:25]1[C:33]2[C:28](=[CH:29][CH:30]=[C:31]([N:34]3[C:38](=[O:39])[C:37](=[N:19][NH:2][C:3]4[C:4]([OH:18])=[C:5]([C:9]5[CH:14]=[CH:13][CH:12]=[C:11]([C:15]([OH:17])=[O:16])[CH:10]=5)[CH:6]=[CH:7][CH:8]=4)[C:36]([CH3:40])=[N:35]3)[CH:32]=2)[CH2:27][CH2:26]1)[CH3:24].